This data is from Reaction yield outcomes from USPTO patents with 853,638 reactions. The task is: Predict the reaction yield, written as a fraction of the theoretical maximum amount of product (1.0 means a 100% yield; for example, 0.34 means a 34% yield). (1) The reactants are [C:1]([C:5]1[CH:10]=[CH:9][C:8]([N:11]2[C@@H:15]([C:16](=O)[CH:17]=[N+]=[N-])[CH2:14][CH2:13][C@@H:12]2C(=O)C=[N+]=[N-])=[CH:7][CH:6]=1)([CH3:4])([CH3:3])[CH3:2].Br.O.[NH2:28][C:29]([NH2:31])=[S:30].CCO[CH2:35][CH3:36]. No catalyst specified. The product is [C:1]([C:5]1[CH:10]=[CH:9][C:8]([N:11]2[C@@H:15]([C:16]3[N:28]=[C:29]([NH2:31])[S:30][CH:17]=3)[CH2:14][CH2:13][C@@H:12]2[C:35]2[N:28]=[C:29]([NH2:31])[S:30][CH:36]=2)=[CH:7][CH:6]=1)([CH3:2])([CH3:4])[CH3:3]. The yield is 0.770. (2) The reactants are [CH3:1][S:2]([N:5]1[CH2:10][CH2:9][N:8]([C:11]2[CH:16]=[CH:15][C:14]([C:17]#[C:18][Si:19]([CH3:22])([CH3:21])[CH3:20])=[CH:13][CH:12]=2)[CH2:7][CH2:6]1)(=[O:4])=[O:3].[Li+].C[Si]([N-][Si](C)(C)C)(C)C.Cl[Si](C)(C)C.[C:38]1([C@@H:44]([CH3:48])[CH2:45][CH:46]=O)[CH:43]=[CH:42][CH:41]=[CH:40][CH:39]=1.[NH2:49][OH:50]. The catalyst is C1COCC1. The product is [OH:50][NH:49][CH:46]([CH2:45][C@@H:44]([C:38]1[CH:43]=[CH:42][CH:41]=[CH:40][CH:39]=1)[CH3:48])[CH2:1][S:2]([N:5]1[CH2:6][CH2:7][N:8]([C:11]2[CH:16]=[CH:15][C:14]([C:17]#[C:18][Si:19]([CH3:21])([CH3:20])[CH3:22])=[CH:13][CH:12]=2)[CH2:9][CH2:10]1)(=[O:4])=[O:3]. The yield is 0.680. (3) The reactants are [NH:1]1[C:9]2[C:4](=[CH:5][CH:6]=[CH:7][CH:8]=2)[CH2:3][C:2]1=[O:10].[N:11]1([CH2:17][CH2:18][O:19][C:20]2[CH:21]=[C:22]3[C:26](=[CH:27][CH:28]=2)[NH:25][C:24]([CH:29]=O)=[CH:23]3)[CH2:16][CH2:15][O:14][CH2:13][CH2:12]1.N1CCCCC1. The catalyst is C(O)C. The product is [N:11]1([CH2:17][CH2:18][O:19][C:20]2[CH:21]=[C:22]3[C:26](=[CH:27][CH:28]=2)[NH:25][C:24]([CH:29]=[C:3]2[C:4]4[C:9](=[CH:8][CH:7]=[CH:6][CH:5]=4)[NH:1][C:2]2=[O:10])=[CH:23]3)[CH2:12][CH2:13][O:14][CH2:15][CH2:16]1. The yield is 0.950. (4) The product is [CH2:1]([C:4]1[N:8]([CH2:9][C:10]2[CH:28]=[CH:27][C:13]3/[C:14](=[C:36](/[OH:37])\[CH3:35])/[C:15]4[CH:22]=[CH:21][CH:20]=[CH:19][C:16]=4[CH2:17][CH2:18][C:12]=3[CH:11]=2)[C:7]2[CH:29]=[CH:30][CH:31]=[CH:32][C:6]=2[N:5]=1)[CH2:2][CH3:3]. The catalyst is COCCOC.O. The yield is 0.550. The reactants are [CH2:1]([C:4]1[N:8]([CH2:9][C:10]2[CH:28]=[CH:27][C:13]3/[C:14](=C/C(O)=O)/[C:15]4[CH:22]=[CH:21][CH:20]=[CH:19][C:16]=4[CH2:17][CH2:18][C:12]=3[CH:11]=2)[C:7]2[CH:29]=[CH:30][CH:31]=[CH:32][C:6]=2[N:5]=1)[CH2:2][CH3:3].CN1CC[O:37][CH2:36][CH2:35]1.C(Cl)(=O)OCC(C)C.[BH4-].[Na+]. (5) The reactants are P12(SP3(SP(SP(S3)(S1)=S)(=S)S2)=S)=[S:2].[CH:15]([NH2:17])=O.Br[CH2:19][C:20]([C:22]1[CH:27]=[C:26]([O:28][CH3:29])[C:25]([Br:30])=[C:24]([O:31][CH3:32])[CH:23]=1)=O.C([O-])([O-])=O.[Na+].[Na+]. The catalyst is O.O1CCOCC1. The product is [Br:30][C:25]1[C:26]([O:28][CH3:29])=[CH:27][C:22]([C:20]2[N:17]=[CH:15][S:2][CH:19]=2)=[CH:23][C:24]=1[O:31][CH3:32]. The yield is 0.730. (6) The reactants are C1CO[C:8]2[CH:7]=[CH:6][C:5]([NH:11][C:12]3[C:17]([F:18])=[CH:16][N:15]=[C:14]([NH:19][C:20]4[CH:25]=[CH:24][CH:23]=[C:22](O)C=4)[N:13]=3)=[CH:4][C:3]=2[O:2]1.Cl[C:28]1N=C(NC2C=CC=C(O)C=2)C(F)=C[N:29]=1.N1C=CC=C(CN)C=1. No catalyst specified. The product is [F:18][C:17]1[C:12]([NH:11][C:5]2[CH:6]=[CH:7][CH:8]=[C:3]([OH:2])[CH:4]=2)=[N:13][C:14]([NH:19][CH2:20][C:25]2[CH:28]=[N:29][CH:22]=[CH:23][CH:24]=2)=[N:15][CH:16]=1. The yield is 0.620. (7) The reactants are C([O-])(=[O:3])C.[NH4+].Cl[C:7]1[C:16]([C:17]#[N:18])=[C:15]([Cl:19])[C:14]2[C:9](=[CH:10][CH:11]=[C:12]([CH3:20])[CH:13]=2)[N:8]=1. The catalyst is C(O)(=O)C. The product is [Cl:19][C:15]1[C:14]2[C:9](=[CH:10][CH:11]=[C:12]([CH3:20])[CH:13]=2)[NH:8][C:7](=[O:3])[C:16]=1[C:17]#[N:18]. The yield is 0.690. (8) The reactants are Br[C:2]1[CH:3]=[C:4]([CH3:12])[C:5]([CH3:11])=[C:6]([CH:10]=1)[C:7]([OH:9])=[O:8].[C:13]1(B(O)O)[CH:18]=[CH:17][CH:16]=[CH:15][CH:14]=1.C([O-])([O-])=O.[Na+].[Na+].CN(C=O)C. The catalyst is CCO.CCOC(C)=O.C1C=CC([P]([Pd]([P](C2C=CC=CC=2)(C2C=CC=CC=2)C2C=CC=CC=2)([P](C2C=CC=CC=2)(C2C=CC=CC=2)C2C=CC=CC=2)[P](C2C=CC=CC=2)(C2C=CC=CC=2)C2C=CC=CC=2)(C2C=CC=CC=2)C2C=CC=CC=2)=CC=1.O. The product is [CH3:11][C:5]1[C:4]([CH3:12])=[CH:3][C:2]([C:13]2[CH:18]=[CH:17][CH:16]=[CH:15][CH:14]=2)=[CH:10][C:6]=1[C:7]([OH:9])=[O:8]. The yield is 0.460.